Dataset: NCI-60 drug combinations with 297,098 pairs across 59 cell lines. Task: Regression. Given two drug SMILES strings and cell line genomic features, predict the synergy score measuring deviation from expected non-interaction effect. (1) Drug 1: CC1C(C(=O)NC(C(=O)N2CCCC2C(=O)N(CC(=O)N(C(C(=O)O1)C(C)C)C)C)C(C)C)NC(=O)C3=C4C(=C(C=C3)C)OC5=C(C(=O)C(=C(C5=N4)C(=O)NC6C(OC(=O)C(N(C(=O)CN(C(=O)C7CCCN7C(=O)C(NC6=O)C(C)C)C)C)C(C)C)C)N)C. Drug 2: C1=NC2=C(N=C(N=C2N1C3C(C(C(O3)CO)O)O)F)N. Cell line: SNB-19. Synergy scores: CSS=10.0, Synergy_ZIP=-6.37, Synergy_Bliss=4.96, Synergy_Loewe=-2.16, Synergy_HSA=1.51. (2) Drug 1: CC1=C2C(C(=O)C3(C(CC4C(C3C(C(C2(C)C)(CC1OC(=O)C(C(C5=CC=CC=C5)NC(=O)C6=CC=CC=C6)O)O)OC(=O)C7=CC=CC=C7)(CO4)OC(=O)C)O)C)OC(=O)C. Drug 2: C1=CC=C(C=C1)NC(=O)CCCCCCC(=O)NO. Cell line: MCF7. Synergy scores: CSS=23.4, Synergy_ZIP=-6.25, Synergy_Bliss=-1.25, Synergy_Loewe=-5.42, Synergy_HSA=2.04. (3) Drug 1: CC1CCC2CC(C(=CC=CC=CC(CC(C(=O)C(C(C(=CC(C(=O)CC(OC(=O)C3CCCCN3C(=O)C(=O)C1(O2)O)C(C)CC4CCC(C(C4)OC)OCCO)C)C)O)OC)C)C)C)OC. Drug 2: C1CCC(C(C1)N)N.C(=O)(C(=O)[O-])[O-].[Pt+4]. Cell line: UO-31. Synergy scores: CSS=4.76, Synergy_ZIP=-5.25, Synergy_Bliss=-1.43, Synergy_Loewe=-1.93, Synergy_HSA=-0.480. (4) Drug 1: CS(=O)(=O)C1=CC(=C(C=C1)C(=O)NC2=CC(=C(C=C2)Cl)C3=CC=CC=N3)Cl. Drug 2: CC12CCC3C(C1CCC2O)C(CC4=C3C=CC(=C4)O)CCCCCCCCCS(=O)CCCC(C(F)(F)F)(F)F. Cell line: HCT116. Synergy scores: CSS=0.665, Synergy_ZIP=-1.93, Synergy_Bliss=-1.82, Synergy_Loewe=-4.83, Synergy_HSA=-2.72. (5) Drug 1: CC1=C(C(CCC1)(C)C)C=CC(=CC=CC(=CC(=O)O)C)C. Drug 2: C1=NC2=C(N=C(N=C2N1C3C(C(C(O3)CO)O)F)Cl)N. Cell line: UO-31. Synergy scores: CSS=3.86, Synergy_ZIP=-1.57, Synergy_Bliss=-0.150, Synergy_Loewe=-4.78, Synergy_HSA=-0.691. (6) Drug 1: C1=CN(C(=O)N=C1N)C2C(C(C(O2)CO)O)O.Cl. Drug 2: C(CCl)NC(=O)N(CCCl)N=O. Cell line: IGROV1. Synergy scores: CSS=9.87, Synergy_ZIP=-4.07, Synergy_Bliss=1.81, Synergy_Loewe=-0.779, Synergy_HSA=2.99. (7) Drug 1: CC1=CC=C(C=C1)C2=CC(=NN2C3=CC=C(C=C3)S(=O)(=O)N)C(F)(F)F. Drug 2: C1CC(C1)(C(=O)O)C(=O)O.[NH2-].[NH2-].[Pt+2]. Cell line: CCRF-CEM. Synergy scores: CSS=52.2, Synergy_ZIP=-10.8, Synergy_Bliss=-8.88, Synergy_Loewe=-4.17, Synergy_HSA=-2.29.